This data is from Catalyst prediction with 721,799 reactions and 888 catalyst types from USPTO. The task is: Predict which catalyst facilitates the given reaction. (1) Reactant: [CH3:1][C:2]1([C:5]2[O:6][C:7]3[C:8](=[C:10]([C:14]([OH:16])=O)[CH:11]=[CH:12][CH:13]=3)[N:9]=2)[CH2:4][CH2:3]1.Cl.Cl.[NH2:19][C@H:20]1[CH:25]2[CH2:26][CH2:27][N:22]([CH2:23][CH2:24]2)[CH2:21]1.Cl.C(N=C=NCCCN(C)C)C.ON1C2C=CC=CC=2N=N1.C(N(CC)CC)C. Product: [N:22]12[CH2:27][CH2:26][CH:25]([CH2:24][CH2:23]1)[C@H:20]([NH:19][C:14]([C:10]1[CH:11]=[CH:12][CH:13]=[C:7]3[O:6][C:5]([C:2]4([CH3:1])[CH2:3][CH2:4]4)=[N:9][C:8]=13)=[O:16])[CH2:21]2. The catalyst class is: 174. (2) Reactant: [CH:1]1([NH2:8])[CH2:7][CH2:6][CH2:5][CH2:4][CH2:3][CH2:2]1.[OH:9][C:10]1[CH:11]=[CH:12][C:13]([CH2:21][CH2:22][N:23]([CH2:34][CH:35]=O)[C:24](=[O:33])[O:25][CH2:26][C:27]2[CH:32]=[CH:31][CH:30]=[CH:29][CH:28]=2)=[C:14]2[C:19]=1[NH:18][C:17](=[O:20])[CH:16]=[CH:15]2.C(O[BH-](OC(=O)C)OC(=O)C)(=O)C.[Na+].C(=O)([O-])O.[Na+]. Product: [CH:1]1([NH:8][CH2:35][CH2:34][N:23]([CH2:22][CH2:21][C:13]2[CH:12]=[CH:11][C:10]([OH:9])=[C:19]3[C:14]=2[CH:15]=[CH:16][C:17](=[O:20])[NH:18]3)[C:24](=[O:33])[O:25][CH2:26][C:27]2[CH:28]=[CH:29][CH:30]=[CH:31][CH:32]=2)[CH2:7][CH2:6][CH2:5][CH2:4][CH2:3][CH2:2]1. The catalyst class is: 7.